The task is: Predict the product of the given reaction.. This data is from Forward reaction prediction with 1.9M reactions from USPTO patents (1976-2016). (1) Given the reactants [S:1]1[CH:5]=[CH:4][C:3]2[CH:6]=[CH:7][CH:8]=[CH:9][C:2]1=2.[Li]C(C)(C)C.[CH:15]1[C:20]([CH:21]=[O:22])=[CH:19][C:18]2[O:23][CH2:24][O:25][C:17]=2[CH:16]=1, predict the reaction product. The product is: [S:1]1[C:5]([CH:21]([OH:22])[C:20]2[CH:15]=[CH:16][C:17]3[O:25][CH2:24][O:23][C:18]=3[CH:19]=2)=[CH:4][C:3]2[CH:6]=[CH:7][CH:8]=[CH:9][C:2]1=2. (2) Given the reactants [ClH:1].[CH3:2][C:3]1[CH:8]=[CH:7][C:6]([S:9]([N:12]2[CH2:16][CH2:15][CH2:14][CH2:13]2)(=[O:11])=[O:10])=[CH:5][C:4]=1[C:17]1[CH:22]=[CH:21][CH:20]=[C:19]([CH2:23][C@H:24]([NH:38][C:39]([C@H:41]2[CH2:46][CH2:45][C@H:44]([CH2:47][NH:48]C(=O)OC(C)(C)C)[CH2:43][CH2:42]2)=[O:40])[C:25](=[O:37])[NH:26][C:27]2[CH:35]=[C:34]3[C:30]([C:31](=[O:36])[NH:32][NH:33]3)=[CH:29][CH:28]=2)[CH:18]=1, predict the reaction product. The product is: [ClH:1].[NH2:48][CH2:47][C@H:44]1[CH2:43][CH2:42][C@H:41]([C:39]([NH:38][C@@H:24]([CH2:23][C:19]2[CH:18]=[C:17]([C:4]3[CH:5]=[C:6]([S:9]([N:12]4[CH2:16][CH2:15][CH2:14][CH2:13]4)(=[O:10])=[O:11])[CH:7]=[CH:8][C:3]=3[CH3:2])[CH:22]=[CH:21][CH:20]=2)[C:25](=[O:37])[NH:26][C:27]2[CH:35]=[C:34]3[C:30]([C:31](=[O:36])[NH:32][NH:33]3)=[CH:29][CH:28]=2)=[O:40])[CH2:46][CH2:45]1. (3) Given the reactants [N+:1]([C:4]1[CH:10]=[CH:9][C:7]([NH2:8])=[CH:6][CH:5]=1)([O-:3])=[O:2].[NH2:11][C:12]1[N:17]=[C:16](Cl)[CH:15]=[C:14]([CH3:19])[N:13]=1.Cl, predict the reaction product. The product is: [CH3:19][C:14]1[N:13]=[C:12]([NH2:11])[N:17]=[C:16]([NH:8][C:7]2[CH:9]=[CH:10][C:4]([N+:1]([O-:3])=[O:2])=[CH:5][CH:6]=2)[CH:15]=1. (4) Given the reactants [Cl:1][C:2]1[C:7]([N:8]2[CH2:13][C@H:12]([CH3:14])[O:11][C@H:10]([CH3:15])[CH2:9]2)=[C:6]([CH:16]=O)[N:5]=[C:4]2[C:18]([C:21]3[CH:28]=[CH:27][C:24]([C:25]#[N:26])=[C:23]([F:29])[CH:22]=3)=[N:19][O:20][C:3]=12.[NH:30]1[C:37](=[O:38])[CH2:36][C:34](=[O:35])[NH:33][C:31]1=[O:32], predict the reaction product. The product is: [Cl:1][C:2]1[C:3]2[O:20][N:19]=[C:18]([C:21]3[CH:28]=[CH:27][C:24]([C:25]#[N:26])=[C:23]([F:29])[CH:22]=3)[C:4]=2[N:5]=[C:6]2[C:7]=1[N:8]1[CH2:9][C@@H:10]([CH3:15])[O:11][C@@H:12]([CH3:14])[C@@H:13]1[C:36]1([C:34](=[O:35])[NH:33][C:31](=[O:32])[NH:30][C:37]1=[O:38])[CH2:16]2. (5) Given the reactants C[Si]([SiH2][O-])(C)C.[K+].C[O:9][C:10](=[O:29])[C:11]1[CH:16]=[CH:15][C:14]([O:17][CH2:18][CH2:19][O:20][Si:21]([C:24]([CH3:27])([CH3:26])[CH3:25])([CH3:23])[CH3:22])=[CH:13][C:12]=1[Cl:28].C(O)(=O)CC(CC(O)=O)(C(O)=O)O, predict the reaction product. The product is: [C:24]([Si:21]([CH3:23])([CH3:22])[O:20][CH2:19][CH2:18][O:17][C:14]1[CH:15]=[CH:16][C:11]([C:10]([OH:29])=[O:9])=[C:12]([Cl:28])[CH:13]=1)([CH3:27])([CH3:26])[CH3:25]. (6) Given the reactants C([Mg]Cl)(C)(C)C.[F:7][C:8]1[C:13]([C:14]2[C:19]([F:20])=[C:18]([F:21])[C:17]([CH2:22][S:23]([C:26]([F:29])([F:28])[F:27])(=[O:25])=[O:24])=[C:16]([F:30])[C:15]=2[F:31])=[C:12]([F:32])[C:11]([F:33])=[C:10]([F:34])[C:9]=1[F:35].[F:36][C:37]([F:50])([F:49])[S:38](O[S:38]([C:37]([F:50])([F:49])[F:36])(=[O:40])=[O:39])(=[O:40])=[O:39].Cl.O, predict the reaction product. The product is: [F:32][C:12]1[C:13]([C:14]2[C:15]([F:31])=[C:16]([F:30])[C:17]([CH:22]([S:38]([C:37]([F:50])([F:49])[F:36])(=[O:40])=[O:39])[S:23]([C:26]([F:27])([F:28])[F:29])(=[O:25])=[O:24])=[C:18]([F:21])[C:19]=2[F:20])=[C:8]([F:7])[C:9]([F:35])=[C:10]([F:34])[C:11]=1[F:33]. (7) The product is: [F:29][C:26]1([F:28])[CH2:27][N:23]([C:21]([O:20][C:16]([CH3:17])([CH3:18])[CH3:19])=[O:22])[C@H:24]([C:30](=[O:31])[NH:1][N:2]2[CH:6]=[CH:5][CH:4]=[C:3]2[C:7](=[O:8])[NH:9][C:10]2[CH:15]=[CH:14][CH:13]=[CH:12][CH:11]=2)[CH2:25]1. Given the reactants [NH2:1][N:2]1[CH:6]=[CH:5][CH:4]=[C:3]1[C:7]([NH:9][C:10]1[CH:15]=[CH:14][CH:13]=[CH:12][CH:11]=1)=[O:8].[C:16]([O:20][C:21]([N:23]1[CH2:27][C:26]([F:29])([F:28])[CH2:25][C@H:24]1[C:30](O)=[O:31])=[O:22])([CH3:19])([CH3:18])[CH3:17].CN(C(ON1N=NC2C=CC=NC1=2)=[N+](C)C)C.F[P-](F)(F)(F)(F)F.C(N(C(C)C)CC)(C)C, predict the reaction product.